Task: Predict the reaction yield, written as a fraction of the theoretical maximum amount of product (1.0 means a 100% yield; for example, 0.34 means a 34% yield).. Dataset: Reaction yield outcomes from USPTO patents with 853,638 reactions (1) The reactants are C(Cl)(=O)C(Cl)=O.[O:7]=[C:8]([C:12]1[O:13][CH:14]=[CH:15][CH:16]=1)[C:9]([OH:11])=[O:10].[N:17]12[CH2:24][CH2:23][CH:20]([CH2:21][CH2:22]1)[C@@H:19](O)[CH2:18]2. The catalyst is CN(C)C=O.C(Cl)(Cl)Cl. The product is [N:17]12[CH2:24][CH2:23][CH:20]([CH2:21][CH2:22]1)[C@@H:19]([O:10][C:9](=[O:11])[C:8](=[O:7])[C:12]1[O:13][CH:14]=[CH:15][CH:16]=1)[CH2:18]2. The yield is 0.525. (2) The reactants are [C:9](O[C:9]([O:11][C:12]([CH3:15])([CH3:14])[CH3:13])=[O:10])([O:11][C:12]([CH3:15])([CH3:14])[CH3:13])=[O:10].[NH2:16][C:17]1[CH:25]=[CH:24][C:20]([CH2:21][CH2:22][OH:23])=[CH:19][CH:18]=1. The catalyst is C1COCC1. The product is [C:12]([O:11][C:9](=[O:10])[NH:16][C:17]1[CH:25]=[CH:24][C:20]([CH2:21][CH2:22][OH:23])=[CH:19][CH:18]=1)([CH3:13])([CH3:14])[CH3:15]. The yield is 0.940. (3) The reactants are Cl.CO[C:4](=[O:17])[C@H:5]([CH2:7][C:8]1[C:16]2[C:11](=[CH:12][CH:13]=[CH:14][CH:15]=2)[NH:10][CH:9]=1)[NH2:6].C(N(CC)CC)C.[N:25]([CH2:28][CH2:29][N:30]1[CH2:35][CH2:34][O:33][CH2:32][CH2:31]1)=[C:26]=[S:27]. The catalyst is ClCCl. The product is [NH:10]1[C:11]2[C:16](=[CH:15][CH:14]=[CH:13][CH:12]=2)[C:8]([CH2:7][CH:5]2[NH:6][C:26](=[S:27])[N:25]([CH2:28][CH2:29][N:30]3[CH2:31][CH2:32][O:33][CH2:34][CH2:35]3)[C:4]2=[O:17])=[CH:9]1. The yield is 0.830. (4) The product is [NH2:1][C:2]1[C:3]2[N:4]([C:8]([C@@H:25]3[CH2:30][CH2:29][CH2:28][CH2:27][N:26]3[C:31](=[O:35])[C:32]#[C:33][CH3:34])=[N:9][C:10]=2[C:11]2[CH:12]=[CH:13][C:14]([C:15]([NH:17][C:18]3[CH:22]=[CH:21][O:20][N:19]=3)=[O:16])=[CH:23][CH:24]=2)[CH:5]=[CH:6][N:7]=1. The reactants are [NH2:1][C:2]1[C:3]2[N:4]([C:8]([C@@H:25]3[CH2:30][CH2:29][CH2:28][CH2:27][NH:26]3)=[N:9][C:10]=2[C:11]2[CH:24]=[CH:23][C:14]([C:15]([NH:17][C:18]3[CH:22]=[CH:21][O:20][N:19]=3)=[O:16])=[CH:13][CH:12]=2)[CH:5]=[CH:6][N:7]=1.[C:31](O)(=[O:35])[C:32]#[C:33][CH3:34]. The yield is 0.0660. No catalyst specified. (5) The reactants are [C:1]([C:3]1[CH:4]=[C:5]([CH:27]=[C:28]([F:35])[C:29]=1[NH:30][S:31]([CH3:34])(=[O:33])=[O:32])[CH2:6][NH:7][C:8](=[O:26])[CH:9]=[CH:10][C:11]1[C:12]([N:21]2[CH2:25][CH2:24][CH2:23][CH2:22]2)=[N:13][C:14]([C:17]([F:20])([F:19])[F:18])=[CH:15][CH:16]=1)#[CH:2].CO. The catalyst is [Pd]. The product is [C:1]([C:3]1[CH:4]=[C:5]([CH:27]=[C:28]([F:35])[C:29]=1[NH:30][S:31]([CH3:34])(=[O:32])=[O:33])[CH2:6][NH:7][C:8](=[O:26])[CH2:9][CH2:10][C:11]1[C:12]([N:21]2[CH2:22][CH2:23][CH2:24][CH2:25]2)=[N:13][C:14]([C:17]([F:18])([F:20])[F:19])=[CH:15][CH:16]=1)#[CH:2]. The yield is 0.980. (6) The reactants are [H-].[Na+].[CH3:3][CH2:4][O:5][C:6]([CH:8](P(OCC)(OCC)=O)[CH3:9])=[O:7].[C:18]([O:22][C:23]([N:25]1[CH2:30][CH2:29][C:28](=O)[C:27](C)([CH3:32])[CH2:26]1)=[O:24])([CH3:21])([CH3:20])[CH3:19]. The catalyst is C1COCC1. The product is [CH2:4]([O:5][C:6](/[CH:8]=[C:9]1/[C:27]([CH3:28])([CH3:32])[CH2:26][N:25]([C:23]([O:22][C:18]([CH3:19])([CH3:21])[CH3:20])=[O:24])[CH2:30][CH2:29]/1)=[O:7])[CH3:3]. The yield is 1.00.